This data is from Forward reaction prediction with 1.9M reactions from USPTO patents (1976-2016). The task is: Predict the product of the given reaction. (1) Given the reactants C(NC(C)C)(C)C.[Li]CCCC.[F:13][C:14]([F:37])([F:36])[O:15][C:16]1[CH:17]=[C:18]([CH:22]([C:25]2[CH:30]=[CH:29][CH:28]=[C:27]([O:31][C:32]([F:35])([F:34])[F:33])[CH:26]=2)[C:23]#[N:24])[CH:19]=[CH:20][CH:21]=1.[CH2:38](Br)[C:39]1[CH:44]=[CH:43][CH:42]=[CH:41][CH:40]=1, predict the reaction product. The product is: [C:39]1([CH2:38][C:22]([C:25]2[CH:30]=[CH:29][CH:28]=[C:27]([O:31][C:32]([F:35])([F:34])[F:33])[CH:26]=2)([C:18]2[CH:19]=[CH:20][CH:21]=[C:16]([O:15][C:14]([F:36])([F:37])[F:13])[CH:17]=2)[C:23]#[N:24])[CH:44]=[CH:43][CH:42]=[CH:41][CH:40]=1. (2) Given the reactants [ClH:1].[NH2:2][C@@H:3]1[CH2:5][C@H:4]1[C:6]1[CH:11]=[CH:10][C:9]([NH:12][C:13](=[O:33])[C@@H:14]([CH2:26][C:27]2[CH:32]=[CH:31][CH:30]=[CH:29][CH:28]=2)[NH:15][C:16]([O:18][CH2:19][C:20]2[CH:25]=[CH:24][CH:23]=[CH:22][CH:21]=2)=[O:17])=[CH:8][CH:7]=1.C(=O)([O-])O.[Na+].[CH:39](=O)[C:40]1[CH:45]=[CH:44][CH:43]=[CH:42][CH:41]=1.[BH4-].[Na+], predict the reaction product. The product is: [ClH:1].[CH2:39]([NH:2][C@@H:3]1[CH2:5][C@H:4]1[C:6]1[CH:11]=[CH:10][C:9]([NH:12][C:13](=[O:33])[C@@H:14]([CH2:26][C:27]2[CH:28]=[CH:29][CH:30]=[CH:31][CH:32]=2)[NH:15][C:16]([O:18][CH2:19][C:20]2[CH:21]=[CH:22][CH:23]=[CH:24][CH:25]=2)=[O:17])=[CH:8][CH:7]=1)[C:40]1[CH:45]=[CH:44][CH:43]=[CH:42][CH:41]=1. (3) Given the reactants Br[C:2]1[CH:8]=[CH:7][C:5]([NH2:6])=[C:4]([CH3:9])[CH:3]=1.[B:10]1([B:10]2[O:14][C:13]([CH3:16])([CH3:15])[C:12]([CH3:18])([CH3:17])[O:11]2)[O:14][C:13]([CH3:16])([CH3:15])[C:12]([CH3:18])([CH3:17])[O:11]1.C([O-])(=O)C.[K+], predict the reaction product. The product is: [CH3:9][C:4]1[CH:3]=[C:2]([B:10]2[O:14][C:13]([CH3:16])([CH3:15])[C:12]([CH3:18])([CH3:17])[O:11]2)[CH:8]=[CH:7][C:5]=1[NH2:6].